Dataset: Catalyst prediction with 721,799 reactions and 888 catalyst types from USPTO. Task: Predict which catalyst facilitates the given reaction. Reactant: C1C=CC(P(C2C=CC=CC=2)C2C=CC=CC=2)=CC=1.[N:20]([CH2:23][CH:24]1[CH2:29][S:28][C:27]2[CH:30]=[C:31]([F:42])[CH:32]=[C:33]([C:34]3[C:39]([Cl:40])=[CH:38][CH:37]=[CH:36][C:35]=3[Cl:41])[C:26]=2[O:25]1)=[N+]=[N-].O. Product: [Cl:40][C:39]1[CH:38]=[CH:37][CH:36]=[C:35]([Cl:41])[C:34]=1[C:33]1[C:26]2[O:25][CH:24]([CH2:23][NH2:20])[CH2:29][S:28][C:27]=2[CH:30]=[C:31]([F:42])[CH:32]=1. The catalyst class is: 1.